This data is from Full USPTO retrosynthesis dataset with 1.9M reactions from patents (1976-2016). The task is: Predict the reactants needed to synthesize the given product. (1) Given the product [CH3:26][C:27]1[C:31]([CH3:32])=[C:30]([NH:33][C:2]2[N:7]=[C:6]([C:8]([NH:10][CH:11]([C:13]3[CH:14]=[N:15][C:16]([O:19][CH2:20][C:21]([F:24])([F:23])[F:22])=[CH:17][CH:18]=3)[CH3:12])=[O:9])[CH:5]=[C:4]([CH3:25])[N:3]=2)[O:29][N:28]=1, predict the reactants needed to synthesize it. The reactants are: Cl[C:2]1[N:7]=[C:6]([C:8]([NH:10][CH:11]([C:13]2[CH:14]=[N:15][C:16]([O:19][CH2:20][C:21]([F:24])([F:23])[F:22])=[CH:17][CH:18]=2)[CH3:12])=[O:9])[CH:5]=[C:4]([CH3:25])[N:3]=1.[CH3:26][C:27]1[C:31]([CH3:32])=[C:30]([NH2:33])[O:29][N:28]=1. (2) Given the product [C:1]([NH:4][C:5]1[CH:6]=[C:7]([C:11]2[N:12]=[C:13]([NH:18][C:19]3[CH:20]=[C:21]([CH:33]=[CH:34][CH:35]=3)[O:22][CH2:23][CH2:24][NH:25][C:26](=[O:32])[O:27][C:28]([CH3:31])([CH3:30])[CH3:29])[CH:14]=[N:15][CH:16]=2)[CH:8]=[CH:9][CH:10]=1)(=[O:3])[CH3:2], predict the reactants needed to synthesize it. The reactants are: [C:1]([NH:4][C:5]1[CH:6]=[C:7]([C:11]2[CH:16]=[N:15][CH:14]=[C:13](Cl)[N:12]=2)[CH:8]=[CH:9][CH:10]=1)(=[O:3])[CH3:2].[NH2:18][C:19]1[CH:20]=[C:21]([CH:33]=[CH:34][CH:35]=1)[O:22][CH2:23][CH2:24][NH:25][C:26](=[O:32])[O:27][C:28]([CH3:31])([CH3:30])[CH3:29].F[B-](F)(F)F.C(C1C=CC=C(C(C)C)C=1[N+]1CCN(C2C(C(C)C)=CC=CC=2C(C)C)C=1)(C)C.CC(C)([O-])C.[K+]. (3) Given the product [OH:12][C:5]1[CH:6]=[C:7]([CH3:11])[CH:8]=[C:9]([O:10][CH3:15])[C:4]=1[C:1](=[O:3])[CH3:2], predict the reactants needed to synthesize it. The reactants are: [C:1]([CH:4]1[C:9](=[O:10])[CH2:8][CH:7]([CH3:11])[CH2:6][C:5]1=[O:12])(=[O:3])[CH3:2].II.[CH3:15]O. (4) Given the product [CH2:20]([C:19]([C:16]1[CH:17]=[CH:18][C:13]([C:10]2[CH:11]=[CH:12][C:7]([CH2:6][C:5]([OH:41])=[O:4])=[C:8]([F:40])[CH:9]=2)=[C:14]([CH3:39])[CH:15]=1)([C:22]1[CH:27]=[CH:26][C:25]([CH2:28][CH2:29][C:30]2([OH:35])[CH2:34][CH2:33][CH2:32][CH2:31]2)=[C:24]([CH3:36])[CH:23]=1)[CH2:37][CH3:38])[CH3:21], predict the reactants needed to synthesize it. The reactants are: [OH-].[Na+].C[O:4][C:5](=[O:41])[CH2:6][C:7]1[CH:12]=[CH:11][C:10]([C:13]2[CH:18]=[CH:17][C:16]([C:19]([CH2:37][CH3:38])([C:22]3[CH:27]=[CH:26][C:25]([CH2:28][CH2:29][C:30]4([OH:35])[CH2:34][CH2:33][CH2:32][CH2:31]4)=[C:24]([CH3:36])[CH:23]=3)[CH2:20][CH3:21])=[CH:15][C:14]=2[CH3:39])=[CH:9][C:8]=1[F:40].[Cl-].[NH4+]. (5) The reactants are: [F:1][C:2]1[CH:7]=[CH:6][C:5]([N:8]2[C:16]3[C:11](=[CH:12][C:13]([NH:17]/[C:18](/[C:26]([F:29])([F:28])[F:27])=[CH:19]/[C:20]4[CH:25]=[CH:24][CH:23]=[CH:22][CH:21]=4)=[CH:14][CH:15]=3)[CH:10]=[N:9]2)=[CH:4][CH:3]=1.[H-].[Al+3].[Li+].[H-].[H-].[H-]. Given the product [CH2:19]([CH:18]([NH:17][C:13]1[CH:12]=[C:11]2[C:16](=[CH:15][CH:14]=1)[N:8]([C:5]1[CH:4]=[CH:3][C:2]([F:1])=[CH:7][CH:6]=1)[N:9]=[CH:10]2)[C:26]([F:29])([F:27])[F:28])[C:20]1[CH:21]=[CH:22][CH:23]=[CH:24][CH:25]=1, predict the reactants needed to synthesize it.